This data is from Reaction yield outcomes from USPTO patents with 853,638 reactions. The task is: Predict the reaction yield, written as a fraction of the theoretical maximum amount of product (1.0 means a 100% yield; for example, 0.34 means a 34% yield). (1) The reactants are O.O.Cl.[NH2:4][C:5]1[N:14]=[C:13]([NH2:15])[C:12]2[C:7](=[N:8][CH:9]=[C:10]([CH2:16][N:17]([CH3:27])[C:18]3[CH:26]=[CH:25][C:21]([C:22](O)=[O:23])=[CH:20][CH:19]=3)[N:11]=2)[N:6]=1.NC1N=C(N)C2C(=NC=C(CN(C3C=CC(C(O)=O)=CC=3)C)N=2)N=1.O.O.C(P(=O)(OCC)OCC)#N.CCN(C(C)C)C(C)C.C(O)(=O)C(O)=O.[CH2:79]([O:81][P:82]([CH2:87][CH2:88][NH2:89])(=[O:86])[O:83][CH2:84][CH3:85])[CH3:80]. The catalyst is CN(C=O)C. The product is [CH2:84]([O:83][P:82]([CH2:87][CH2:88][NH:89][C:22](=[O:23])[C:21]1[CH:20]=[CH:19][C:18]([N:17]([CH2:16][C:10]2[N:11]=[C:12]3[C:7](=[N:8][CH:9]=2)[N:6]=[C:5]([NH2:4])[N:14]=[C:13]3[NH2:15])[CH3:27])=[CH:26][CH:25]=1)(=[O:86])[O:81][CH2:79][CH3:80])[CH3:85]. The yield is 0.700. (2) The reactants are [CH2:1]1N2CN3CN(C2)CN1C3.[C:11](O)(C(F)(F)F)=[O:12].[Br:18][C:19]1[CH:24]=[CH:23][C:22]([OH:25])=[CH:21][CH:20]=1.OS(O)(=O)=O.[OH2:31]. The product is [CH:1]([C:23]1[CH:24]=[C:19]([Br:18])[CH:20]=[C:21]([CH:11]=[O:12])[C:22]=1[OH:25])=[O:31]. No catalyst specified. The yield is 0.600. (3) The yield is 0.710. The product is [CH3:19][C:20]1[C:24]([C:2]2[CH:3]=[C:4]3[C:10]([C:11]4[CH:16]=[CH:15][CH:14]=[CH:13][C:12]=4[O:17][CH3:18])=[CH:9][NH:8][C:5]3=[N:6][CH:7]=2)=[C:23]([CH3:28])[O:22][N:21]=1. The catalyst is O.CO.ClCCl.C1C=CC(P(C2C=CC=CC=2)[C-]2C=CC=C2)=CC=1.C1C=CC(P(C2C=CC=CC=2)[C-]2C=CC=C2)=CC=1.Cl[Pd]Cl.[Fe+2].C(#N)C. The reactants are Br[C:2]1[CH:3]=[C:4]2[C:10]([C:11]3[CH:16]=[CH:15][CH:14]=[CH:13][C:12]=3[O:17][CH3:18])=[CH:9][NH:8][C:5]2=[N:6][CH:7]=1.[CH3:19][C:20]1[C:24](B(O)O)=[C:23]([CH3:28])[O:22][N:21]=1.ClCCl.C(=O)([O-])[O-].[Na+].[Na+]. (4) The product is [CH2:19]([NH:21][CH2:22][CH2:23][C:24]1[C:32]2[C:27](=[CH:28][CH:29]=[CH:30][CH:31]=2)[NH:26][CH:25]=1)[CH3:18]. The reactants are [H-].[Al+3].[Li+].[H-].[H-].[H-].N1C2C(=CC=CC=2)C(CC[CH2:18][C:19]([N:21](CC(N)=O)[CH2:22][CH2:23][C:24]2[C:32]3[C:27](=[CH:28][CH:29]=[CH:30][CH:31]=3)[NH:26][CH:25]=2)=O)=C1.O. The catalyst is O1CCCC1. The yield is 0.930. (5) The reactants are C([C:3]1[CH:19]=[CH:18][C:6]([O:7][C:8]2[CH:9]=[CH:10][C:11]3[B:15]([OH:16])[O:14][CH2:13][C:12]=3[CH:17]=2)=[CH:5][CH:4]=1)#N.[N-:20]=[N+:21]=[N-:22].[Na+].[Cl-].[NH4+].O.[CH3:27][N:28](C)C=O. No catalyst specified. The product is [OH:16][B:15]1[C:11]2[CH:10]=[CH:9][C:8]([O:7][C:6]3[CH:5]=[CH:4][C:3]([N:20]4[CH:27]=[N:28][N:22]=[N:21]4)=[CH:19][CH:18]=3)=[CH:17][C:12]=2[CH2:13][O:14]1. The yield is 0.230. (6) The reactants are [C:1]([C:4]1[CH:9]=[CH:8][C:7]([C:10]2[CH:15]=[CH:14][CH:13]=[CH:12][CH:11]=2)=[CH:6][CH:5]=1)(=O)[CH3:2].Cl.[CH2:17]([O:19][C:20](=[O:23])[CH2:21][NH2:22])C.[BH4-].[Na+]. The catalyst is CO.CC(C)[O-].[Ti+4].CC(C)[O-].CC(C)[O-].CC(C)[O-]. The product is [CH3:17][O:19][C:20](=[O:23])[CH2:21][NH:22][CH:1]([C:4]1[CH:9]=[CH:8][C:7]([C:10]2[CH:15]=[CH:14][CH:13]=[CH:12][CH:11]=2)=[CH:6][CH:5]=1)[CH3:2]. The yield is 0.217.